Dataset: Antibody paratope prediction from SAbDab with 1,023 antibody chains. Task: Token-level Classification. Given an antibody amino acid sequence, predict which amino acid positions are active in antigen binding. Output is a list of indices for active paratope positions. (1) Given the antibody sequence: QEVLVQSGAEVKKPGASVKVSCRAFGYTFTGNALHWVRQAPGQGLEWLGWINPHSGDTTTSQKFQGRVYMTRDKSINTAFLDVTRLTSDDTGIYYCARDKYYGNEAVGMDVWGQGTSVTVSS, which amino acid positions are active in antigen binding (paratope)? The paratope positions are: [52, 83, 84, 85, 104, 105, 106, 107, 108]. (2) Given the antibody sequence: QSALTQPASVSGSPGQSITISCTGTSSDVGSYNFVSWYQQHPGKAPKLMIYEVSERPSGISNRFSGSKSGNTASLTISGLQAEDEADYYCSSYAGSTTFRVFGGGTKLTV, which amino acid positions are active in antigen binding (paratope)? The paratope positions are: [29, 30, 31, 97, 98]. (3) Given the antibody sequence: QVTLKESGPGILQPSQTLSLTCSFSGFSLSTSGMGVSWIRQPSGKGLEWLAHIYWDDDKRYNPSLKSRLTISKDTSRNQVFLKITSVDTADTATYYCTLYYGSVDYWGQGTSVTVSS, which amino acid positions are active in antigen binding (paratope)? The paratope positions are: [31, 32, 54, 84, 85, 86]. (4) The paratope positions are: [94, 95]. Given the antibody sequence: SYVLTQPPSVSVAPGQTARITCGGNNLGSKSVHWYQQKPGQAPVLVVYDDSDRPSWIPERFSGSNSGNTATLTISRGEAGDEADYYCQVWDSSSDHVVFGGGTKLTVL, which amino acid positions are active in antigen binding (paratope)? (5) Given the antibody sequence: QVTLKESGPGILQPSQTLSLTCSFSGFSLSTSGMGVGWIRQPSGKGLEWLAHIWWDDVKRYSPALKSRLTISKDTSSSQLFLKIASVDTADTATYYCARIKSVITTGDYALDYWGQGTSVAVSS, which amino acid positions are active in antigen binding (paratope)? The paratope positions are: [31, 32, 54, 84, 85, 86, 105, 106, 107, 108, 109, 110]. (6) Given the antibody sequence: EVQLQQSGPELVKPGSSVKISCKASRNTFTDYNLDWVKQSHGKTLEWIGNVYPNNGVTGYNQKFRGKATLTVDKSSSTAYMELHSLTSEDSAVYYCALYYYDVSYWGQGTLVTVSS, which amino acid positions are active in antigen binding (paratope)? The paratope positions are: [52, 83, 84, 85]. (7) Given the antibody sequence: EVQLQQSGPELVKPGASLKISCKTSGYTFTDFTFHWVKLSHGPSLEWIGTIKPSNGDTAYNQKFKGKATLSVDKSASTAHIEFRSLTSEDSAVYFCARFGGSYPYAMDYWGQGTSVIVSS, which amino acid positions are active in antigen binding (paratope)? The paratope positions are: [52, 83, 84, 85, 104, 105, 106]. (8) Given the antibody sequence: DIVLTQSPASLAVSLGQRATISCRASKSVSTSGYSYMHWNQQKPGQPPRLLIYLVSNLESGVPARFSGSGSGTDFTLNIAPVEEEDAATYYCQHIAELTRTFGGGTKLEIK, which amino acid positions are active in antigen binding (paratope)? The paratope positions are: [30, 31, 32, 33]. (9) Given the antibody sequence: ELTLTQSPATLSVSPGERATLSCRASQSVSSNLAWYQQKPGQAPRLLIYGASTRATGIPARFSGSGSGTEFTLTISSLQSEDFAVYYCQQYNNWPPYTFGQGTKVEIK, which amino acid positions are active in antigen binding (paratope)? The paratope positions are: [95].